Dataset: Forward reaction prediction with 1.9M reactions from USPTO patents (1976-2016). Task: Predict the product of the given reaction. (1) Given the reactants [CH3:1][N:2]1[C:7]2[CH:8]=[CH:9][CH:10]=[CH:11][C:6]=2[C:5](=[O:12])[O:4][C:3]1=O.[NH2:14][CH2:15]C(O)=O.O.C(N(CC)CC)C, predict the reaction product. The product is: [CH3:1][N:2]1[C:7]2[CH:8]=[CH:9][CH:10]=[CH:11][C:6]=2[C:5](=[O:12])[NH:14][CH2:15][C:3]1=[O:4]. (2) Given the reactants [BH4-].[Na+].[Cl:3][C:4]1[C:5]([C:24]2[CH:25]=[C:26]3[C:30](=[CH:31][CH:32]=2)[N:29]([CH2:33][CH2:34][OH:35])[CH:28]=[CH:27]3)=[CH:6][C:7]2[N:11]=[C:10]([O:12][C:13]3[CH:14]=[CH:15][C:16]([CH3:22])=[C:17]([CH:21]=3)[C:18]([OH:20])=[O:19])[NH:9][C:8]=2[CH:23]=1, predict the reaction product. The product is: [Cl:3][C:4]1[C:5]([C:24]2[CH:25]=[C:26]3[C:30](=[CH:31][CH:32]=2)[N:29]([CH2:33][CH2:34][OH:35])[CH2:28][CH2:27]3)=[CH:6][C:7]2[N:11]=[C:10]([O:12][C:13]3[CH:14]=[CH:15][C:16]([CH3:22])=[C:17]([CH:21]=3)[C:18]([OH:20])=[O:19])[NH:9][C:8]=2[CH:23]=1. (3) Given the reactants C(OC(=O)[NH:7][CH:8]([CH2:34][C:35]1[CH:40]=[CH:39][C:38]([F:41])=[CH:37][CH:36]=1)[C:9]([N:11]1[CH2:16][CH2:15][N:14]([CH:17]([C:29](=[O:31])[NH2:30])[CH2:18][C:19]2[CH:28]=[CH:27][C:26]3[C:21](=[CH:22][CH:23]=[CH:24][CH:25]=3)[CH:20]=2)[CH2:13][CH:12]1[CH2:32][CH3:33])=[O:10])(C)(C)C.[Cl:43]CCCl, predict the reaction product. The product is: [ClH:43].[NH2:7][CH:8]([CH2:34][C:35]1[CH:40]=[CH:39][C:38]([F:41])=[CH:37][CH:36]=1)[C:9]([N:11]1[CH2:16][CH2:15][N:14]([CH:17]([CH2:18][C:19]2[CH:28]=[CH:27][C:26]3[C:21](=[CH:22][CH:23]=[CH:24][CH:25]=3)[CH:20]=2)[C:29]([NH2:30])=[O:31])[CH2:13][CH:12]1[CH2:32][CH3:33])=[O:10]. (4) Given the reactants [F:1][C:2]1[CH:7]=[CH:6][C:5]([CH:8]2[CH2:13][CH2:12][CH2:11][C:10](=[O:14])[N:9]2[NH:15]C(=O)OC(C)(C)C)=[CH:4][CH:3]=1.C(O)(C(F)(F)F)=O, predict the reaction product. The product is: [NH2:15][N:9]1[CH:8]([C:5]2[CH:6]=[CH:7][C:2]([F:1])=[CH:3][CH:4]=2)[CH2:13][CH2:12][CH2:11][C:10]1=[O:14]. (5) Given the reactants Cl.C(N(C1C=CC=CC=1)S(C1C=NC(N2C(=O)C(CC3C=NC=CC=3)=C(C)N2)=CC=1)(=O)=O)C.[CH3:34][O:35][CH2:36][C:37]1[CH:38]=[C:39]([CH2:43]O)[CH:40]=[CH:41][CH:42]=1.P(Br)(Br)[Br:46].CO, predict the reaction product. The product is: [Br:46][CH2:43][C:39]1[CH:40]=[CH:41][CH:42]=[C:37]([CH2:36][O:35][CH3:34])[CH:38]=1. (6) The product is: [N:11]1[CH:12]=[CH:13][CH:14]=[C:9]([O:8][CH2:7][C:6]([OH:15])=[O:5])[CH:10]=1. Given the reactants C([O:5][C:6](=[O:15])[CH2:7][O:8][C:9]1[CH:10]=[N:11][CH:12]=[CH:13][CH:14]=1)(C)(C)C.Cl, predict the reaction product. (7) Given the reactants [CH:1]1[C:10]2[C:5](=[CH:6][CH:7]=[CH:8][CH:9]=2)[C:4](B(O)O)=[CH:3][N:2]=1.FC(F)(F)S(O[C:20]1[C@@:24]2([CH3:45])[CH2:25][CH2:26][C@H:27]3[C@H:36]([C@@H:23]2[CH2:22][CH:21]=1)[CH2:35][CH:34]=[C:33]1[C@:28]3([CH3:44])[CH2:29][CH2:30][C:31](=[O:43])[N:32]1[CH2:37][C:38]([N:40]([CH3:42])[CH3:41])=[O:39])(=O)=O.O, predict the reaction product. The product is: [CH:1]1[C:10]2[C:5](=[CH:6][CH:7]=[CH:8][CH:9]=2)[C:4]([C:20]2[C@@:24]3([CH3:45])[CH2:25][CH2:26][C@H:27]4[C@H:36]([C@@H:23]3[CH2:22][CH:21]=2)[CH2:35][CH:34]=[C:33]2[C@:28]4([CH3:44])[CH2:29][CH2:30][C:31](=[O:43])[N:32]2[CH2:37][C:38]([N:40]([CH3:41])[CH3:42])=[O:39])=[CH:3][N:2]=1. (8) Given the reactants Cl.NO.C([N:6](CC)CC)C.[C:11]1([C:17]([C:34]2[CH:39]=[CH:38][CH:37]=[CH:36][CH:35]=2)([C:28]2[CH:33]=[CH:32][CH:31]=[CH:30][CH:29]=2)[N:18]2[CH:22]=[C:21]([CH:23]3[CH2:25][CH:24]3[CH:26]=O)[N:20]=[CH:19]2)[CH:16]=[CH:15][CH:14]=[CH:13][CH:12]=1.C1(=O)OC(=O)C2=CC=CC=C12, predict the reaction product. The product is: [C:11]1([C:17]([C:34]2[CH:39]=[CH:38][CH:37]=[CH:36][CH:35]=2)([C:28]2[CH:33]=[CH:32][CH:31]=[CH:30][CH:29]=2)[N:18]2[CH:22]=[C:21]([C@@H:23]3[CH2:25][C@H:24]3[C:26]#[N:6])[N:20]=[CH:19]2)[CH:16]=[CH:15][CH:14]=[CH:13][CH:12]=1.